This data is from NCI-60 drug combinations with 297,098 pairs across 59 cell lines. The task is: Regression. Given two drug SMILES strings and cell line genomic features, predict the synergy score measuring deviation from expected non-interaction effect. (1) Drug 1: C1=NC2=C(N=C(N=C2N1C3C(C(C(O3)CO)O)O)F)N. Drug 2: C1=NC2=C(N=C(N=C2N1C3C(C(C(O3)CO)O)F)Cl)N. Cell line: M14. Synergy scores: CSS=14.7, Synergy_ZIP=-3.39, Synergy_Bliss=1.44, Synergy_Loewe=-6.31, Synergy_HSA=2.48. (2) Drug 1: C1CCC(CC1)NC(=O)N(CCCl)N=O. Drug 2: C1=CC(=CC=C1C#N)C(C2=CC=C(C=C2)C#N)N3C=NC=N3. Cell line: CAKI-1. Synergy scores: CSS=17.6, Synergy_ZIP=-8.55, Synergy_Bliss=-7.94, Synergy_Loewe=-5.36, Synergy_HSA=-5.16. (3) Drug 1: CC(C1=C(C=CC(=C1Cl)F)Cl)OC2=C(N=CC(=C2)C3=CN(N=C3)C4CCNCC4)N. Drug 2: CCC1=C2CN3C(=CC4=C(C3=O)COC(=O)C4(CC)O)C2=NC5=C1C=C(C=C5)O. Cell line: U251. Synergy scores: CSS=35.6, Synergy_ZIP=-1.33, Synergy_Bliss=-4.79, Synergy_Loewe=-43.6, Synergy_HSA=-4.48. (4) Drug 1: CC(C1=C(C=CC(=C1Cl)F)Cl)OC2=C(N=CC(=C2)C3=CN(N=C3)C4CCNCC4)N. Drug 2: CC(C)CN1C=NC2=C1C3=CC=CC=C3N=C2N. Cell line: IGROV1. Synergy scores: CSS=2.35, Synergy_ZIP=-0.417, Synergy_Bliss=1.50, Synergy_Loewe=-1.45, Synergy_HSA=0.230. (5) Drug 1: C1=CN(C(=O)N=C1N)C2C(C(C(O2)CO)O)O.Cl. Drug 2: CS(=O)(=O)OCCCCOS(=O)(=O)C. Cell line: NCI/ADR-RES. Synergy scores: CSS=33.2, Synergy_ZIP=1.27, Synergy_Bliss=1.61, Synergy_Loewe=-36.5, Synergy_HSA=1.61. (6) Drug 1: C1=CN(C=N1)CC(O)(P(=O)(O)O)P(=O)(O)O. Drug 2: C1CN(CCN1C(=O)CCBr)C(=O)CCBr. Cell line: SN12C. Synergy scores: CSS=27.5, Synergy_ZIP=-9.15, Synergy_Bliss=-0.444, Synergy_Loewe=5.94, Synergy_HSA=3.99.